From a dataset of Catalyst prediction with 721,799 reactions and 888 catalyst types from USPTO. Predict which catalyst facilitates the given reaction. (1) Reactant: [NH2-].[Na+].Cl.[F:4][C:5]1[CH:10]=[CH:9][C:8]([NH:11][NH2:12])=[CH:7][CH:6]=1.Br[CH2:14][C:15]1[CH:20]=[CH:19][C:18]([CH3:21])=[C:17]([F:22])[C:16]=1[F:23]. Product: [F:22][C:17]1[C:16]([F:23])=[C:15]([CH3:14])[CH:20]=[CH:19][C:18]=1[CH2:21][N:11]([C:8]1[CH:9]=[CH:10][C:5]([F:4])=[CH:6][CH:7]=1)[NH2:12]. The catalyst class is: 7. (2) Reactant: CS([O:5][CH:6]1[CH:11]([CH3:12])[CH2:10][C:9]([C:13]2[CH:18]=[CH:17][N:16]=[CH:15][C:14]=2[N+:19]([O-:21])=[O:20])=[CH:8][CH:7]1[NH:22][C:23]([O:25][C:26]([CH3:29])([CH3:28])[CH3:27])=[O:24])(=O)=O.C(N(CC)CC)C.C[C:38]([O:41]C(OC(OC(C)(C)C)=O)=O)(C)C. Product: [CH3:12][CH:11]1[CH:6]2[CH:7]([N:22]([C:23]([O:25][C:26]([CH3:29])([CH3:28])[CH3:27])=[O:24])[C:38](=[O:41])[O:5]2)[CH:8]=[C:9]([C:13]2[CH:18]=[CH:17][N:16]=[CH:15][C:14]=2[N+:19]([O-:21])=[O:20])[CH2:10]1. The catalyst class is: 17. (3) Reactant: [CH3:1][O:2][C:3]1[CH:4]=[C:5]([NH:11][C:12]2[N:17]=[C:16]([N:18]3[C:22]([CH3:23])=[CH:21][C:20]([C:24]([F:27])([F:26])[F:25])=[N:19]3)[C:15]([C:28]3[CH:29]=[N:30][C:31]([O:38][CH3:39])=[C:32]([CH:37]=3)/[C:33](=[N:35]\[OH:36])/[NH2:34])=[CH:14][N:13]=2)[CH:6]=[C:7]([O:9][CH3:10])[CH:8]=1.N1([C:45](N2C=CN=C2)=[S:46])C=CN=C1.C1CCN2C(=NCCC2)CC1. The catalyst class is: 10. Product: [CH3:10][O:9][C:7]1[CH:6]=[C:5]([NH:11][C:12]2[N:17]=[C:16]([N:18]3[C:22]([CH3:23])=[CH:21][C:20]([C:24]([F:26])([F:25])[F:27])=[N:19]3)[C:15]([C:28]3[CH:37]=[C:32]([C:33]4[NH:34][C:45](=[S:46])[O:36][N:35]=4)[C:31]([O:38][CH3:39])=[N:30][CH:29]=3)=[CH:14][N:13]=2)[CH:4]=[C:3]([O:2][CH3:1])[CH:8]=1. (4) Reactant: CO[C:3]([C:5]1[C:13]2[C:8](=[CH:9][C:10]([C:14]3[CH:19]=[C:18]([F:20])[C:17]([O:21][CH2:22][O:23][CH2:24][CH2:25][Si:26]([CH3:29])([CH3:28])[CH3:27])=[CH:16][C:15]=3[CH2:30][CH3:31])=[CH:11][CH:12]=2)[N:7]([CH:32]2[CH2:37][CH2:36][CH2:35][CH2:34][O:33]2)[N:6]=1)=[NH:4].[C:38]([O:42][C:43]([N:45]1[CH2:50][CH2:49][C:48]([O:54][CH2:55][CH3:56])([O:51][CH2:52][CH3:53])[CH:47]([NH2:57])[CH2:46]1)=[O:44])([CH3:41])([CH3:40])[CH3:39].C(O)(=O)C. Product: [C:38]([O:42][C:43]([N:45]1[CH2:50][CH2:49][C:48]([O:54][CH2:55][CH3:56])([O:51][CH2:52][CH3:53])[CH:47]([NH:57][C:3]([C:5]2[C:13]3[C:8](=[CH:9][C:10]([C:14]4[CH:19]=[C:18]([F:20])[C:17]([O:21][CH2:22][O:23][CH2:24][CH2:25][Si:26]([CH3:29])([CH3:27])[CH3:28])=[CH:16][C:15]=4[CH2:30][CH3:31])=[CH:11][CH:12]=3)[N:7]([CH:32]3[CH2:37][CH2:36][CH2:35][CH2:34][O:33]3)[N:6]=2)=[NH:4])[CH2:46]1)=[O:44])([CH3:39])([CH3:41])[CH3:40]. The catalyst class is: 8. (5) Reactant: CO.II.CC(C)([O-])C.[Na+].C(=O)([O-])[O-].[K+].[K+].[OH-].[Na+].C[O-].[Na+].[C:22]([NH:25][CH:26]1[CH:31]([CH:32]([OH:37])[CH:33]([OH:36])[CH2:34][OH:35])[O:30][C:29]([C:38]([O:40]C)=[O:39])=[CH:28][CH:27]1[NH:42][C:43]#[N:44])(=[O:24])[CH3:23]. Product: [C:22]([NH:25][CH:26]1[CH:31]([CH:32]([OH:37])[CH:33]([OH:36])[CH2:34][OH:35])[O:30][C:29]([C:38]([OH:40])=[O:39])=[CH:28][CH:27]1[NH:42][C:43]#[N:44])(=[O:24])[CH3:23]. The catalyst class is: 24. (6) Reactant: [CH:1]1[C:10]2[CH2:9][CH2:8][CH2:7][CH2:6][C:5]=2[CH:4]=[CH:3][C:2]=1[O:11][CH2:12][CH2:13][O:14][C:15]1[CH:22]=[CH:21][C:18]([CH:19]=O)=[CH:17][CH:16]=1.[C:23]([O:30][CH3:31])(=[O:29])[CH2:24][C:25]([O:27][CH3:28])=[O:26].C([O-])(=O)C.[NH2+]1CCCCC1. Product: [CH:1]1[C:10]2[CH2:9][CH2:8][CH2:7][CH2:6][C:5]=2[CH:4]=[CH:3][C:2]=1[O:11][CH2:12][CH2:13][O:14][C:15]1[CH:22]=[CH:21][C:18]([CH:19]=[C:24]([C:23]([O:30][CH3:31])=[O:29])[C:25]([O:27][CH3:28])=[O:26])=[CH:17][CH:16]=1. The catalyst class is: 11. (7) The catalyst class is: 12. Reactant: [CH3:1][O:2][C@H:3]1[CH2:11][C:10]2[C:5](=[CH:6][CH:7]=[CH:8][CH:9]=2)[C@H:4]1[NH:12]C(=O)OC(C)(C)C.Cl.C([O-])([O-])=O.[Na+].[Na+]. Product: [CH3:1][O:2][C@H:3]1[CH2:11][C:10]2[C:5](=[CH:6][CH:7]=[CH:8][CH:9]=2)[C@H:4]1[NH2:12]. (8) Reactant: [F:1][C:2]1[CH:9]=[CH:8][CH:7]=[CH:6][C:3]=1[CH2:4][OH:5].C(N(CC)CC)C.[CH3:17][S:18](Cl)(=[O:20])=[O:19].O. Product: [CH3:17][S:18]([O:5][CH2:4][C:3]1[CH:6]=[CH:7][CH:8]=[CH:9][C:2]=1[F:1])(=[O:20])=[O:19]. The catalyst class is: 4.